Dataset: Forward reaction prediction with 1.9M reactions from USPTO patents (1976-2016). Task: Predict the product of the given reaction. (1) Given the reactants [Cl:1][C:2]1[CH:39]=[CH:38][C:5]([CH2:6][N:7]2[C:15]3[C:10](=[N:11][C:12]([C:22]([O:24][CH3:25])=[O:23])=[N:13][C:14]=3[NH:16][C@@H:17]([CH:19]3[CH2:21][CH2:20]3)[CH3:18])[N:9]=[C:8]2[C:26]2[CH:31]=[C:30]([CH3:32])[CH:29]=[CH:28][C:27]=2[O:33][CH2:34][CH2:35][CH2:36][OH:37])=[CH:4][CH:3]=1.C(N(CC)CC)C.[CH3:47][S:48](Cl)(=[O:50])=[O:49], predict the reaction product. The product is: [Cl:1][C:2]1[CH:3]=[CH:4][C:5]([CH2:6][N:7]2[C:15]3[C:10](=[N:11][C:12]([C:22]([O:24][CH3:25])=[O:23])=[N:13][C:14]=3[NH:16][C@@H:17]([CH:19]3[CH2:20][CH2:21]3)[CH3:18])[N:9]=[C:8]2[C:26]2[CH:31]=[C:30]([CH3:32])[CH:29]=[CH:28][C:27]=2[O:33][CH2:34][CH2:35][CH2:36][O:37][S:48]([CH3:47])(=[O:50])=[O:49])=[CH:38][CH:39]=1. (2) Given the reactants [Br:1][C:2]1[CH:3]=[N:4][C:5](Cl)=[N:6][CH:7]=1.[NH2:9][C:10]1[CH:15]=[CH:14][C:13]([SH:16])=[CH:12][CH:11]=1.C([O-])([O-])=O.[K+].[K+].O, predict the reaction product. The product is: [Br:1][C:2]1[CH:3]=[N:4][C:5]([S:16][C:13]2[CH:14]=[CH:15][C:10]([NH2:9])=[CH:11][CH:12]=2)=[N:6][CH:7]=1. (3) Given the reactants [Cl:1][C:2]1[CH:10]=[CH:9][C:5]2[O:6][CH2:7][O:8][C:4]=2[C:3]=1[N:11]([C:17]1[CH:22]=[CH:21][N:20]=[C:19](Cl)[N:18]=1)[CH2:12][CH2:13][N:14]([CH3:16])[CH3:15].Cl.[CH3:25][S:26]([C:29]1[CH:30]=[C:31]([CH:33]=[CH:34][CH:35]=1)[NH2:32])(=[O:28])=[O:27], predict the reaction product. The product is: [Cl:1][C:2]1[CH:10]=[CH:9][C:5]2[O:6][CH2:7][O:8][C:4]=2[C:3]=1[N:11]([CH2:12][CH2:13][N:14]([CH3:16])[CH3:15])[C:17]1[CH:22]=[CH:21][N:20]=[C:19]([NH:32][C:31]2[CH:33]=[CH:34][CH:35]=[C:29]([S:26]([CH3:25])(=[O:28])=[O:27])[CH:30]=2)[N:18]=1. (4) Given the reactants [F:1][C:2]1([C:13]2[CH:18]=[CH:17][C:16]([CH:19]=[N:20][OH:21])=[CH:15][CH:14]=2)[CH2:5][N:4]([C:6]([O:8][C:9]([CH3:12])([CH3:11])[CH3:10])=[O:7])[CH2:3]1.C1C(=O)N(Cl)C(=O)C1.[Cl:30][C:31]1[CH:36]=[C:35]([C:37](=[CH2:42])[C:38]([F:41])([F:40])[F:39])[CH:34]=[C:33]([Cl:43])[C:32]=1[Cl:44].C(=O)(O)[O-].[K+], predict the reaction product. The product is: [F:1][C:2]1([C:13]2[CH:14]=[CH:15][C:16]([C:19]3[CH2:42][C:37]([C:35]4[CH:34]=[C:33]([Cl:43])[C:32]([Cl:44])=[C:31]([Cl:30])[CH:36]=4)([C:38]([F:41])([F:40])[F:39])[O:21][N:20]=3)=[CH:17][CH:18]=2)[CH2:3][N:4]([C:6]([O:8][C:9]([CH3:12])([CH3:11])[CH3:10])=[O:7])[CH2:5]1. (5) The product is: [CH3:1][O:2][C:3]1([C:17]2[CH:18]=[CH:19][CH:20]=[CH:21][CH:22]=2)[O:7][C:6](=[O:8])[CH:5]([CH:9]([C:10]([N:30]2[CH2:31][CH2:32][CH2:33][C@H:29]2[C:28]([O:27][C:23]([CH3:26])([CH3:24])[CH3:25])=[O:34])=[O:11])[CH2:13][CH2:14][CH2:15][CH3:16])[O:4]1. Given the reactants [CH3:1][O:2][C:3]1([C:17]2[CH:22]=[CH:21][CH:20]=[CH:19][CH:18]=2)[O:7][C:6](=[O:8])[CH:5]([CH:9]([CH2:13][CH2:14][CH2:15][CH3:16])[C:10](O)=[O:11])[O:4]1.[C:23]([O:27][C:28](=[O:34])[C@@H:29]1[CH2:33][CH2:32][CH2:31][NH:30]1)([CH3:26])([CH3:25])[CH3:24].CCN(C(C)C)C(C)C.C1CN([P+](ON2N=NC3C=CC=CC2=3)(N2CCCC2)N2CCCC2)CC1.F[P-](F)(F)(F)(F)F, predict the reaction product. (6) Given the reactants [Br:1][C:2]1[C:3]([NH2:10])=[N:4][C:5]([O:8][CH3:9])=[CH:6][CH:7]=1.[C:11](Cl)(Cl)=[O:12], predict the reaction product. The product is: [Br:1][C:2]1[C:3]([N:10]=[C:11]=[O:12])=[N:4][C:5]([O:8][CH3:9])=[CH:6][CH:7]=1. (7) Given the reactants [F:1][C:2]([F:41])([C:30]1[C:35]([F:36])=[CH:34][C:33]([C:37]([F:40])([F:39])[F:38])=[CH:32][N:31]=1)[CH2:3][N:4]1[CH2:9][CH2:8][CH:7]([NH:10][C:11]2[C:12]3[CH:19]=[CH:18][N:17](S(C4C=CC(C)=CC=4)(=O)=O)[C:13]=3[N:14]=[CH:15][N:16]=2)[CH2:6][CH2:5]1.[OH-].[Na+], predict the reaction product. The product is: [F:41][C:2]([F:1])([C:30]1[C:35]([F:36])=[CH:34][C:33]([C:37]([F:38])([F:39])[F:40])=[CH:32][N:31]=1)[CH2:3][N:4]1[CH2:5][CH2:6][CH:7]([NH:10][C:11]2[C:12]3[CH:19]=[CH:18][NH:17][C:13]=3[N:14]=[CH:15][N:16]=2)[CH2:8][CH2:9]1. (8) Given the reactants [CH2:1]([NH:9][C:10]1[N:15]=[C:14]([N:16]2[C:25]3[N:24]=[C:23](C4C=CC=CC=4)[C:22](C(O)=O)=[CH:21][C:20]=3[CH2:19][CH2:18][CH2:17]2)[CH:13]=[CH:12][N:11]=1)[CH2:2][C:3]1[CH:8]=[CH:7][CH:6]=[CH:5][CH:4]=1.CC[N:37](CC)CC.[C:42]1(P(N=[N+]=[N-])([C:42]2[CH:47]=[CH:46][CH:45]=[CH:44][CH:43]=2)=O)[CH:47]=[CH:46][CH:45]=[CH:44][CH:43]=1, predict the reaction product. The product is: [CH2:1]([NH:9][C:10]1[N:15]=[C:14]([N:16]2[C:25]3[N:24]=[C:23]([C:42]4[CH:47]=[CH:46][CH:45]=[CH:44][CH:43]=4)[C:22]([NH2:37])=[CH:21][C:20]=3[CH2:19][CH2:18][CH2:17]2)[CH:13]=[CH:12][N:11]=1)[CH2:2][C:3]1[CH:8]=[CH:7][CH:6]=[CH:5][CH:4]=1. (9) Given the reactants [F:1][C:2]1[CH:7]=[CH:6][CH:5]=[CH:4][C:3]=1[S:8]([C:11]1[N:12]=[N:13][C:14]([O:17]C)=[CH:15][CH:16]=1)(=[O:10])=[O:9].Cl.[OH-].[Na+], predict the reaction product. The product is: [F:1][C:2]1[CH:7]=[CH:6][CH:5]=[CH:4][C:3]=1[S:8]([C:11]1[CH:16]=[CH:15][C:14](=[O:17])[NH:13][N:12]=1)(=[O:9])=[O:10].